This data is from Catalyst prediction with 721,799 reactions and 888 catalyst types from USPTO. The task is: Predict which catalyst facilitates the given reaction. (1) Reactant: C[Si](C)(C)[CH:3]1[S:8][CH2:7][CH2:6][CH2:5][S:4]1.[Li]CCCC.[CH2:16]([CH:19]1[CH2:24][CH2:23][CH:22]([CH:25]2[CH2:32][C:27]3([CH2:30][C:29](=O)[CH2:28]3)[CH2:26]2)[CH2:21][CH2:20]1)[CH2:17][CH3:18]. Product: [CH2:16]([CH:19]1[CH2:20][CH2:21][CH:22]([CH:25]2[CH2:32][C:27]3([CH2:30][C:29](=[C:3]4[S:8][CH2:7][CH2:6][CH2:5][S:4]4)[CH2:28]3)[CH2:26]2)[CH2:23][CH2:24]1)[CH2:17][CH3:18]. The catalyst class is: 1. (2) Reactant: C(OC(N1[C@H]2CCCC[C@H]2N=C1[NH:17][CH2:18][C:19]1[CH:24]=[CH:23][C:22]([F:25])=[C:21]([F:26])[CH:20]=1)=O)(C)(C)C.[ClH:27]. Product: [ClH:27].[F:26][C:21]1[CH:20]=[C:19]([CH:24]=[CH:23][C:22]=1[F:25])[CH2:18][NH2:17]. The catalyst class is: 25. (3) Reactant: [Cl:1][C:2]1[CH:7]=[CH:6][CH:5]=[C:4]([F:8])[C:3]=1[C:9]1[S:10][CH:11]=[C:12](/[CH:14]=[CH:15]/[C:16]([O:18]C)=[O:17])[N:13]=1.[OH-].[Li+]. Product: [Cl:1][C:2]1[CH:7]=[CH:6][CH:5]=[C:4]([F:8])[C:3]=1[C:9]1[S:10][CH:11]=[C:12](/[CH:14]=[CH:15]/[C:16]([OH:18])=[O:17])[N:13]=1. The catalyst class is: 24. (4) Reactant: N[C:2]1[N:10]=[C:9]2[C:5]([N:6]=[CH:7][N:8]2[C@@H:11]2[O:23][C@H:22]([CH2:24][O:25][C:26](=[O:28])[CH3:27])[C@@H:17]([O:18][C:19](=[O:21])[CH3:20])[C@H:12]2[O:13][C:14](=[O:16])[CH3:15])=[C:4]([Cl:29])[N:3]=1.[CH3:30][S:31]SC.C(#N)C.N(OCCC(C)C)=O. Product: [CH3:30][S:31][C:2]1[N:10]=[C:9]2[C:5]([N:6]=[CH:7][N:8]2[C@@H:11]2[O:23][C@H:22]([CH2:24][O:25][C:26](=[O:28])[CH3:27])[C@@H:17]([O:18][C:19](=[O:21])[CH3:20])[C@H:12]2[O:13][C:14](=[O:16])[CH3:15])=[C:4]([Cl:29])[N:3]=1. The catalyst class is: 25.